From a dataset of Full USPTO retrosynthesis dataset with 1.9M reactions from patents (1976-2016). Predict the reactants needed to synthesize the given product. (1) Given the product [O:4]=[C:5]([CH3:23])[CH2:6][NH:7][C:8](=[O:22])[C:9]([NH:11][C:12]1[CH:17]=[CH:16][CH:15]=[C:14]([C:18]([F:19])([F:20])[F:21])[CH:13]=1)=[O:10], predict the reactants needed to synthesize it. The reactants are: C(#N)C.[OH:4][CH:5]([CH3:23])[CH2:6][NH:7][C:8](=[O:22])[C:9]([NH:11][C:12]1[CH:17]=[CH:16][CH:15]=[C:14]([C:18]([F:21])([F:20])[F:19])[CH:13]=1)=[O:10].Br([O-])(=O)=O.[Na+]. (2) The reactants are: Br[CH2:2][CH2:3][C:4]1[CH:9]=[CH:8][C:7]([N+:10]([O-:12])=[O:11])=[CH:6][CH:5]=1.[NH:13]1[CH2:17][CH2:16][CH2:15][CH2:14]1. Given the product [N+:10]([C:7]1[CH:8]=[CH:9][C:4]([CH2:3][CH2:2][N:13]2[CH2:17][CH2:16][CH2:15][CH2:14]2)=[CH:5][CH:6]=1)([O-:12])=[O:11], predict the reactants needed to synthesize it.